From a dataset of Forward reaction prediction with 1.9M reactions from USPTO patents (1976-2016). Predict the product of the given reaction. (1) Given the reactants [Cl:1][C:2]1[CH:3]=[C:4]([C:9]([C:22]([F:25])([F:24])[F:23])=[CH:10][C:11]([C:13]2[CH:21]=[CH:20][C:16]([C:17]([NH2:19])=[O:18])=[CH:15][CH:14]=2)=[O:12])[CH:5]=[C:6]([Cl:8])[CH:7]=1.[O:26]1[CH:30]=[CH:29][CH2:28][CH2:27]1.O.C1(C)C=CC(S(O)(=O)=O)=CC=1, predict the reaction product. The product is: [Cl:1][C:2]1[CH:3]=[C:4]([C:9]([C:22]([F:25])([F:23])[F:24])=[CH:10][C:11]([C:13]2[CH:21]=[CH:20][C:16]([C:17]([NH:19][CH:27]3[CH2:28][CH2:29][CH2:30][O:26]3)=[O:18])=[CH:15][CH:14]=2)=[O:12])[CH:5]=[C:6]([Cl:8])[CH:7]=1. (2) Given the reactants [CH2:1]([O:8][C:9]1[CH:14]=[CH:13][N:12]([C:15]2[CH:16]=[N:17][C:18](F)=[CH:19][CH:20]=2)[C:11](=[O:22])[CH:10]=1)[C:2]1[CH:7]=[CH:6][CH:5]=[CH:4][CH:3]=1.C(=O)([O-])[O-].[K+].[K+].[C:29]([O:33][C:34]([N:36]1[CH2:43][CH:42]2[CH:38]([CH2:39][NH:40][CH2:41]2)[CH2:37]1)=[O:35])([CH3:32])([CH3:31])[CH3:30], predict the reaction product. The product is: [NH3:12].[CH2:1]([O:8][C:9]1[CH:14]=[CH:13][N:12]([C:15]2[CH:16]=[N:17][C:18]([N:40]3[CH2:39][C@@H:38]4[CH2:37][N:36]([C:34]([O:33][C:29]([CH3:32])([CH3:31])[CH3:30])=[O:35])[CH2:43][C@@H:42]4[CH2:41]3)=[CH:19][CH:20]=2)[C:11](=[O:22])[CH:10]=1)[C:2]1[CH:7]=[CH:6][CH:5]=[CH:4][CH:3]=1. (3) Given the reactants [OH:1][C:2]1[CH:10]=[CH:9][C:8]2[NH:7][C:6]3[CH:11]([CH2:14][C:15]([O:17][CH2:18][CH3:19])=[O:16])[CH2:12][CH2:13][C:5]=3[C:4]=2[CH:3]=1.O[CH2:21][C:22]1[CH:23]=[C:24]([CH:27]=[C:28]([O:30][C:31]([F:34])([F:33])[F:32])[CH:29]=1)[C:25]#[N:26].C1(P(C2C=CC=CC=2)C2C=CC=CC=2)C=CC=CC=1.CC(OC(/N=N/C(OC(C)C)=O)=O)C, predict the reaction product. The product is: [C:25]([C:24]1[CH:23]=[C:22]([CH:29]=[C:28]([O:30][C:31]([F:32])([F:34])[F:33])[CH:27]=1)[CH2:21][O:1][C:2]1[CH:10]=[CH:9][C:8]2[NH:7][C:6]3[CH:11]([CH2:14][C:15]([O:17][CH2:18][CH3:19])=[O:16])[CH2:12][CH2:13][C:5]=3[C:4]=2[CH:3]=1)#[N:26]. (4) Given the reactants [NH2:1][C:2]1[C:3]2[CH:10]=[CH:9][N:8]([CH:11]3[O:15][C:14]([CH2:19][OH:20])([CH:16]=[N:17]O)[CH:13]([O:21][Si:22]([C:25]([CH3:28])([CH3:27])[CH3:26])([CH3:24])[CH3:23])[CH2:12]3)[C:4]=2[N:5]=[CH:6][N:7]=1.C(N(CC)CC)C.FC(F)(F)C(OC(=O)C(F)(F)F)=O, predict the reaction product. The product is: [NH2:1][C:2]1[C:3]2[CH:10]=[CH:9][N:8]([C@@H:11]3[O:15][C@@:14]([CH2:19][OH:20])([C:16]#[N:17])[C@@H:13]([O:21][Si:22]([C:25]([CH3:28])([CH3:27])[CH3:26])([CH3:23])[CH3:24])[CH2:12]3)[C:4]=2[N:5]=[CH:6][N:7]=1. (5) Given the reactants [CH2:1]([N:3]([CH2:7][CH3:8])[CH2:4][CH2:5][NH2:6])[CH3:2].S=[C:10]1[CH2:14][S:13][C:12](=[O:15])[NH:11]1.[CH:16]([C:18]1[CH:36]=[CH:35][C:21]([O:22][C:23]2[C:32]3[C:27](=[CH:28][CH:29]=[CH:30][CH:31]=3)[C:26]([C:33]#[N:34])=[CH:25][CH:24]=2)=[C:20]([O:37][CH3:38])[CH:19]=1)=O.CC(C)([O-])C.[K+].[Cl-].[NH4+], predict the reaction product. The product is: [CH2:1]([N:3]([CH2:7][CH3:8])[CH2:4][CH2:5][NH:6][C:10]1=[N:11][C:12](=[O:15])[S:13]/[C:14]/1=[CH:16]\[C:18]1[CH:36]=[CH:35][C:21]([O:22][C:23]2[C:32]3[C:27](=[CH:28][CH:29]=[CH:30][CH:31]=3)[C:26]([C:33]#[N:34])=[CH:25][CH:24]=2)=[C:20]([O:37][CH3:38])[CH:19]=1)[CH3:2]. (6) Given the reactants [N:1]1([C:7]([C:9]2[CH:14]=[CH:13][C:12]([NH:15][C:16]3[C:17]4[N:18]([CH:31]=[CH:32][N:33]=4)[CH:19]=[C:20]([C:22]4[CH:23]=[C:24]([CH:28]=[CH:29][CH:30]=4)[C:25]([OH:27])=O)[N:21]=3)=[CH:11][CH:10]=2)=[O:8])[CH2:6][CH2:5][O:4][CH2:3][CH2:2]1.F[P-](F)(F)(F)(F)F.N1(O[P+](N(C)C)(N(C)C)N(C)C)C2C=CC=CC=2N=N1.CCN(C(C)C)C(C)C.[C:70]([C:74]1[CH:79]=[CH:78][C:77]([NH2:80])=[CH:76][CH:75]=1)([CH3:73])([CH3:72])[CH3:71], predict the reaction product. The product is: [C:70]([C:74]1[CH:75]=[CH:76][C:77]([NH:80][C:25](=[O:27])[C:24]2[CH:28]=[CH:29][CH:30]=[C:22]([C:20]3[N:21]=[C:16]([NH:15][C:12]4[CH:13]=[CH:14][C:9]([C:7]([N:1]5[CH2:2][CH2:3][O:4][CH2:5][CH2:6]5)=[O:8])=[CH:10][CH:11]=4)[C:17]4[N:18]([CH:31]=[CH:32][N:33]=4)[CH:19]=3)[CH:23]=2)=[CH:78][CH:79]=1)([CH3:73])([CH3:71])[CH3:72].